From a dataset of Reaction yield outcomes from USPTO patents with 853,638 reactions. Predict the reaction yield, written as a fraction of the theoretical maximum amount of product (1.0 means a 100% yield; for example, 0.34 means a 34% yield). The reactants are Br[C:2]1[CH:7]=[C:6]([Cl:8])[CH:5]=[C:4]([F:9])[C:3]=1[O:10][CH3:11].[C:12]1([C:18](=[N:25][NH2:26])[C:19]2[CH:24]=[CH:23][CH:22]=[CH:21][CH:20]=2)[CH:17]=[CH:16][CH:15]=[CH:14][CH:13]=1.CC(C)([O-])C.[Na+]. The catalyst is C1(C)C=CC=CC=1.C([O-])(=O)C.[Pd+2].C([O-])(=O)C.CC1(C)C2C(=C(P(C3C=CC=CC=3)C3C=CC=CC=3)C=CC=2)OC2C(P(C3C=CC=CC=3)C3C=CC=CC=3)=CC=CC1=2. The product is [Cl:8][C:6]1[CH:5]=[C:4]([F:9])[C:3]([O:10][CH3:11])=[C:2]([NH:26][N:25]=[C:18]([C:12]2[CH:17]=[CH:16][CH:15]=[CH:14][CH:13]=2)[C:19]2[CH:24]=[CH:23][CH:22]=[CH:21][CH:20]=2)[CH:7]=1. The yield is 0.900.